This data is from Forward reaction prediction with 1.9M reactions from USPTO patents (1976-2016). The task is: Predict the product of the given reaction. (1) Given the reactants [CH3:1][O:2][S:3]([C:5]1[CH:6]=[C:7]([C:11]2[CH:16]=[CH:15][C:14]([N+:17]([O-])=O)=[CH:13][C:12]=2[CH3:20])[CH:8]=[CH:9][CH:10]=1)=[O:4].[C:21](O[C:21]([O:23][C:24]([CH3:27])([CH3:26])[CH3:25])=[O:22])([O:23][C:24]([CH3:27])([CH3:26])[CH3:25])=[O:22], predict the reaction product. The product is: [C:24]([O:23][C:21]([NH:17][C:14]1[CH:15]=[CH:16][C:11]([C:7]2[CH:8]=[CH:9][CH:10]=[C:5]([S:3]([O:2][CH3:1])=[O:4])[CH:6]=2)=[C:12]([CH3:20])[CH:13]=1)=[O:22])([CH3:27])([CH3:26])[CH3:25]. (2) The product is: [CH:31]([C:2]1[CH:3]=[C:4]2[C:10]3([CH2:14][CH2:13][N:12]([C:15]([O:17][C:18]([CH3:21])([CH3:20])[CH3:19])=[O:16])[CH2:11]3)[CH2:9][N:8]([C:22]([O:24][CH2:25][CH2:26][Si:27]([CH3:29])([CH3:28])[CH3:30])=[O:23])[C:5]2=[CH:6][CH:7]=1)=[CH2:32]. Given the reactants Br[C:2]1[CH:3]=[C:4]2[C:10]3([CH2:14][CH2:13][N:12]([C:15]([O:17][C:18]([CH3:21])([CH3:20])[CH3:19])=[O:16])[CH2:11]3)[CH2:9][N:8]([C:22]([O:24][CH2:25][CH2:26][Si:27]([CH3:30])([CH3:29])[CH3:28])=[O:23])[C:5]2=[CH:6][CH:7]=1.[CH2:31]([Sn](CCCC)(CCCC)C=C)[CH2:32]CC.[Cl-].[Li+], predict the reaction product.